The task is: Binary Classification. Given a T-cell receptor sequence (or CDR3 region) and an epitope sequence, predict whether binding occurs between them.. This data is from TCR-epitope binding with 47,182 pairs between 192 epitopes and 23,139 TCRs. (1) The epitope is GLNKIVRMY. The TCR CDR3 sequence is CASGLGTDTQYF. Result: 0 (the TCR does not bind to the epitope). (2) The epitope is AVFDRKSDAK. Result: 1 (the TCR binds to the epitope). The TCR CDR3 sequence is CASSIATYSNQPQHF. (3) The epitope is IPSINVHHY. The TCR CDR3 sequence is CASGMTGLTSEQYF. Result: 0 (the TCR does not bind to the epitope). (4) The epitope is YLKLTDNVYIK. The TCR CDR3 sequence is CASSLGLLAEQFF. Result: 0 (the TCR does not bind to the epitope). (5) The epitope is PKYVKQNTLKLAT. The TCR CDR3 sequence is CASSPLTGGQTDTQYF. Result: 1 (the TCR binds to the epitope). (6) The epitope is AYAQKIFKI. The TCR CDR3 sequence is CASSSGGLAAGEQYF. Result: 0 (the TCR does not bind to the epitope).